Task: Predict the reaction yield, written as a fraction of the theoretical maximum amount of product (1.0 means a 100% yield; for example, 0.34 means a 34% yield).. Dataset: Reaction yield outcomes from USPTO patents with 853,638 reactions (1) The reactants are [N+:1]([C:4]1[CH:9]=[C:8]([N+:10]([O-])=O)[CH:7]=[CH:6][C:5]=1[S:13][CH2:14][C:15]([OH:17])=O)([O-])=O.O.O.[Sn](Cl)Cl. The catalyst is C(O)C. The product is [NH2:10][C:8]1[CH:7]=[CH:6][C:5]2[S:13][CH2:14][C:15](=[O:17])[NH:1][C:4]=2[CH:9]=1. The yield is 0.520. (2) The reactants are [C:1](Cl)(=[O:5])[C:2](Cl)=O.[NH3:7].[C:8]1([CH3:14])[CH:13]=[CH:12][CH:11]=[CH:10][CH:9]=1. No catalyst specified. The product is [C:8]1([CH3:14])[CH:13]=[CH:12][C:11]([C:12]2[CH:13]=[CH:8][CH:9]=[CH:10][C:2]=2[C:1]([NH2:7])=[O:5])=[CH:10][CH:9]=1. The yield is 0.840.